Dataset: Experimentally validated miRNA-target interactions with 360,000+ pairs, plus equal number of negative samples. Task: Binary Classification. Given a miRNA mature sequence and a target amino acid sequence, predict their likelihood of interaction. (1) The miRNA is hsa-miR-6811-3p with sequence AGCCUGUGCUUGUCCCUGCAG. The protein sequence of the target gene is MARILLLFLPGLVAVCAVHGIFMDRLASKKLCADDECVYTISLASAQEDYNAPDCRFINVKKGQQIYVYSKLVKENGAGEFWAGSVYGDGQDEMGVVGYFPRNLVKEQRVYQEATKEVPTTDIDFFCE. Result: 0 (no interaction). (2) Result: 0 (no interaction). The protein sequence of the target gene is MQLGEQLLVSSVNLPGAHFYSLESARGGGGGGGGGGGGGGGSVSLLPGAAPSPQRLDLDKASKKFPGSLPCQAGSAEPAGAGAGAPAAMLSDADAGDTFGSTSAVAKPGPPDGRKGSPCAEEELPSAATAAATARYSMDSLSSERYYLPSPGPQGSELAAPCSLFQYPAAAGAAHGPVYPASNGARYPYGSMLPPGGFPAAVCPPARAQFGPAAGSGSGAGSSGGGAGGPGAYPYGQGSPLYGPYAGTSAAGSCGGLGGLGVPGSGFRAHVYLCNRPLWLKFHRHQTEMIITKQGRRMFP.... The miRNA is hsa-miR-548ae-3p with sequence CAAAAACUGCAAUUACUUUCA.